From a dataset of Choline transporter screen with 302,306 compounds. Binary Classification. Given a drug SMILES string, predict its activity (active/inactive) in a high-throughput screening assay against a specified biological target. (1) The compound is O=C(N1CCc2c1cccc2)c1cc([N+]([O-])=O)c(N2CCCCCC2)cc1. The result is 0 (inactive). (2) The compound is Brc1ccc(/C(=C2/SC(N3CCCC3)=NC2=O)C)cc1. The result is 0 (inactive). (3) The molecule is O=C(Nc1cc(ccc1)C(=O)Nc1c(cccc1)C(O)=O)CCCC(O)=O. The result is 0 (inactive). (4) The compound is Clc1c(COc2ccc(N3CC(CC3=O)C(O)=O)cc2)cccc1. The result is 0 (inactive). (5) The drug is S(=O)(=O)(Nc1cc2c(cc1)C(OC2)=O)c1sccc1. The result is 0 (inactive). (6) The compound is S=C(NNC(=O)C1CC1)Nc1ccc(C(C)C)cc1. The result is 0 (inactive). (7) The molecule is s1c(C(N2CCN(CC2)CC)C(NC(=O)C(=O)N2CCCCC2)C)ccc1. The result is 0 (inactive). (8) The drug is S=C1N(C(C(=O)N1CC)CC(=O)Nc1ccc(OC)cc1)CCN1CCOCC1. The result is 0 (inactive).